Dataset: Catalyst prediction with 721,799 reactions and 888 catalyst types from USPTO. Task: Predict which catalyst facilitates the given reaction. (1) The catalyst class is: 51. Product: [CH2:12]([N:19]1[C:6]([NH2:7])=[C:5]2[C:4]([CH:3]=[C:2]([Br:1])[CH:9]=[CH:8]2)=[N:20]1)[C:13]1[CH:18]=[CH:17][CH:16]=[CH:15][CH:14]=1. Reactant: [Br:1][C:2]1[CH:9]=[CH:8][C:5]([C:6]#[N:7])=[C:4](F)[CH:3]=1.Cl.[CH2:12]([NH:19][NH2:20])[C:13]1[CH:18]=[CH:17][CH:16]=[CH:15][CH:14]=1.C(N(C(C)C)CC)(C)C. (2) Reactant: [Cl:1][C:2]1[C:3]([CH2:16][C:17]([NH2:19])=[O:18])=[C:4]2[C:9](=[CH:10][CH:11]=1)[N:8]=[CH:7][C:6]([CH2:12][N:13]([CH3:15])[CH3:14])=[CH:5]2.C[O:21][C:22](=O)[C:23]([C:25]1[C:33]2[C:28](=[CH:29][CH:30]=[CH:31][CH:32]=2)[NH:27][CH:26]=1)=O.CC([O-])(C)C.[K+].[NH4+].[Cl-]. Product: [Cl:1][C:2]1[C:3]([C:16]2[C:17](=[O:18])[NH:19][C:22](=[O:21])[C:23]=2[C:25]2[C:33]3[C:28](=[CH:29][CH:30]=[CH:31][CH:32]=3)[NH:27][CH:26]=2)=[C:4]2[C:9](=[CH:10][CH:11]=1)[N:8]=[CH:7][C:6]([CH2:12][N:13]([CH3:14])[CH3:15])=[CH:5]2. The catalyst class is: 1.